This data is from Full USPTO retrosynthesis dataset with 1.9M reactions from patents (1976-2016). The task is: Predict the reactants needed to synthesize the given product. Given the product [N:1]1[CH:6]=[CH:5][CH:4]=[C:3]([C:7]2[S:8][C:9]([C:13]([NH2:16])=[O:15])=[CH:10][N:11]=2)[CH:2]=1, predict the reactants needed to synthesize it. The reactants are: [N:1]1[CH:6]=[CH:5][CH:4]=[C:3]([C:7]2[S:8][C:9]([C:13]([OH:15])=O)=[C:10](C)[N:11]=2)[CH:2]=1.[NH2:16]C1C=CC=CC=1.